From a dataset of Acute oral toxicity (LD50) regression data from Zhu et al.. Regression/Classification. Given a drug SMILES string, predict its toxicity properties. Task type varies by dataset: regression for continuous values (e.g., LD50, hERG inhibition percentage) or binary classification for toxic/non-toxic outcomes (e.g., AMES mutagenicity, cardiotoxicity, hepatotoxicity). Dataset: ld50_zhu. (1) The molecule is C1CCC2OCCOCCOC3CCCCC3OCCOCCOC2C1. The rat oral LD50 is 3.33, given as -log10 of the dose in mol/kg body weight (higher means more acutely toxic). (2) The drug is O=C(CF)Nc1ccc(-c2ccccc2)cc1. The rat oral LD50 is 4.36, given as -log10 of the dose in mol/kg body weight (higher means more acutely toxic). (3) The drug is CCCCS. The rat oral LD50 is 1.78, given as -log10 of the dose in mol/kg body weight (higher means more acutely toxic). (4) The compound is CC(N)=S. The rat oral LD50 is 2.40, given as -log10 of the dose in mol/kg body weight (higher means more acutely toxic). (5) The drug is O=[N+]([O-])c1cccc(C(F)(F)F)c1. The rat oral LD50 is 2.50, given as -log10 of the dose in mol/kg body weight (higher means more acutely toxic). (6) The compound is CCSCCSP(=S)(OC)OC. The rat oral LD50 is 3.79, given as -log10 of the dose in mol/kg body weight (higher means more acutely toxic).